Dataset: Peptide-MHC class II binding affinity with 134,281 pairs from IEDB. Task: Regression. Given a peptide amino acid sequence and an MHC pseudo amino acid sequence, predict their binding affinity value. This is MHC class II binding data. (1) The binding affinity (normalized) is 0.633. The peptide sequence is EVDQTKIQYVIRAQL. The MHC is H-2-IAd with pseudo-sequence H-2-IAd. (2) The peptide sequence is RRDLRLASNAICSAVPV. The MHC is DRB5_0101 with pseudo-sequence DRB5_0101. The binding affinity (normalized) is 0.563. (3) The peptide sequence is TKWDNSFLEI. The MHC is DRB1_1501 with pseudo-sequence DRB1_1501. The binding affinity (normalized) is 0.0795. (4) The peptide sequence is DEALNNRFQIKGVEL. The MHC is DRB1_1101 with pseudo-sequence DRB1_1101. The binding affinity (normalized) is 0.350. (5) The peptide sequence is PTSLLISWGHYPLHL. The MHC is HLA-DPA10201-DPB10501 with pseudo-sequence HLA-DPA10201-DPB10501. The binding affinity (normalized) is 0.295. (6) The peptide sequence is WKTWGKNLVFSPGRK. The MHC is DRB1_0901 with pseudo-sequence DRB1_0901. The binding affinity (normalized) is 0.590.